The task is: Predict the reaction yield, written as a fraction of the theoretical maximum amount of product (1.0 means a 100% yield; for example, 0.34 means a 34% yield).. This data is from Reaction yield outcomes from USPTO patents with 853,638 reactions. (1) The yield is 0.600. The reactants are [CH3:1][C@@:2]1([OH:24])[C@H:6]([OH:7])[C@@H:5]([CH2:8][OH:9])[O:4][C@H:3]1[N:10]1[CH:23]=[C:14]2[CH:15]=[CH:16][C:17]3[C:18](=[O:22])[NH:19][N:20]=[CH:21][C:12]([C:13]=32)=[N:11]1. The catalyst is CO.[Pd]. The product is [CH3:1][C@@:2]1([OH:24])[C@H:6]([OH:7])[C@@H:5]([CH2:8][OH:9])[O:4][C@H:3]1[N:10]1[CH:23]=[C:14]2[CH2:15][CH2:16][C:17]3[C:18](=[O:22])[NH:19][N:20]=[CH:21][C:12]([C:13]=32)=[N:11]1. (2) The reactants are Cl.[N+:2]([C:5]1[CH:12]=[CH:11][CH:10]=[C:9]([O:13][CH2:14][CH:15]2[CH2:20][CH2:19][CH2:18][CH2:17][NH:16]2)[C:6]=1[C:7]#[N:8])([O-:4])=[O:3].C(N(CC)CC)C.[CH2:28]([N:30]=[C:31]=[O:32])[CH3:29]. The catalyst is C1COCC1.O. The product is [C:7]([C:6]1[C:5]([N+:2]([O-:4])=[O:3])=[CH:12][CH:11]=[CH:10][C:9]=1[O:13][CH2:14][CH:15]1[CH2:20][CH2:19][CH2:18][CH2:17][N:16]1[C:31]([NH:30][CH2:28][CH3:29])=[O:32])#[N:8]. The yield is 0.870. (3) The reactants are C([NH:6][C:7]1[CH:12]=[CH:11][C:10]([N+:13]([O-:15])=[O:14])=[CH:9][C:8]=1[C:16]#[C:17][C:18]([CH3:24])([CH3:23])[C:19]([O:21][CH3:22])=[O:20])(=O)CCC. The catalyst is C(#N)C. The product is [CH3:23][C:18]([C:17]1[NH:6][C:7]2[C:8]([CH:16]=1)=[CH:9][C:10]([N+:13]([O-:15])=[O:14])=[CH:11][CH:12]=2)([CH3:24])[C:19]([O:21][CH3:22])=[O:20]. The yield is 0.230. (4) The reactants are Cl.Cl.[N:3]1([CH:9]([CH3:13])[C:10]([NH2:12])=[O:11])[CH2:8][CH2:7][NH:6][CH2:5][CH2:4]1.CN(C)C(N(C)C)=N.F[C:23]1[N:28]=[C:27]([C:29]2[NH:38][C:37](=[O:39])[C:36]3[C:31](=[CH:32][C:33]([O:42][CH3:43])=[CH:34][C:35]=3[O:40][CH3:41])[N:30]=2)[CH:26]=[CH:25][CH:24]=1. The catalyst is CS(C)=O.ClCCl. The product is [CH3:41][O:40][C:35]1[CH:34]=[C:33]([O:42][CH3:43])[CH:32]=[C:31]2[C:36]=1[C:37](=[O:39])[NH:38][C:29]([C:27]1[N:28]=[C:23]([N:6]3[CH2:7][CH2:8][N:3]([CH:9]([CH3:13])[C:10]([NH2:12])=[O:11])[CH2:4][CH2:5]3)[CH:24]=[CH:25][CH:26]=1)=[N:30]2. The yield is 0.280. (5) The reactants are Br[C:2]1[CH:7]=[CH:6][N:5]=[C:4]2[N:8]([S:12]([C:15]3[CH:20]=[CH:19][CH:18]=[CH:17][CH:16]=3)(=[O:14])=[O:13])[C:9]([CH3:11])=[CH:10][C:3]=12.C(=O)([O-])[O-].[Na+].[Na+].O1[CH2:32][CH2:31]OCC1. The catalyst is O.[Pd](Cl)Cl.C1(P([C-]2C=CC=C2)C2C=CC=CC=2)C=CC=CC=1.[C-]1(P(C2C=CC=CC=2)C2C=CC=CC=2)C=CC=C1.[Fe+2]. The product is [CH3:11][C:9]1[N:8]([S:12]([C:15]2[CH:20]=[CH:19][CH:18]=[CH:17][CH:16]=2)(=[O:14])=[O:13])[C:4]2=[N:5][CH:6]=[CH:7][C:2]([C:32]3[CH:31]=[CH:11][C:9]([NH2:8])=[CH:10][CH:3]=3)=[C:3]2[CH:10]=1. The yield is 0.850. (6) The reactants are [NH2:1][C:2]1[C:10]([OH:11])=[CH:9][C:5]([C:6]([OH:8])=[O:7])=[C:4]([NH:12][C:13]2[CH:18]=[CH:17][CH:16]=[CH:15][C:14]=2[Cl:19])[C:3]=1[F:20].[CH3:21]C1C=CC(S(O)(=O)=O)=CC=1.O. The catalyst is C(OC)(OC)OC. The product is [Cl:19][C:14]1[CH:15]=[CH:16][CH:17]=[CH:18][C:13]=1[NH:12][C:4]1[C:5]([C:6]([OH:8])=[O:7])=[CH:9][C:10]2[O:11][CH:21]=[N:1][C:2]=2[C:3]=1[F:20]. The yield is 0.879. (7) The reactants are [CH2:1]([O:8][C:9]1[CH:23]=[C:22]([CH2:24][CH3:25])[CH:21]=[CH:20][C:10]=1[O:11][C:12]1[CH:17]=[CH:16][C:15]([OH:18])=[CH:14][C:13]=1[F:19])[C:2]1[CH:7]=[CH:6][CH:5]=[CH:4][CH:3]=1.C(=O)([O-])[O-].[K+].[K+].[Na+].[I-].Br[CH:35]([CH2:41][CH3:42])[C:36]([O:38][CH2:39][CH3:40])=[O:37].C([N+](CCCC)(CCCC)CCCC)CCC.[NH4+].[Cl-]. The catalyst is CC(C)=O.O. The product is [CH2:39]([O:38][C:36](=[O:37])[CH2:35][CH2:41][CH2:42][O:18][C:15]1[CH:16]=[CH:17][C:12]([O:11][C:10]2[CH:20]=[CH:21][C:22]([CH2:24][CH3:25])=[CH:23][C:9]=2[O:8][CH2:1][C:2]2[CH:3]=[CH:4][CH:5]=[CH:6][CH:7]=2)=[C:13]([F:19])[CH:14]=1)[CH3:40]. The yield is 0.750. (8) The reactants are C(O[CH:5]1[C:18]2[C:17]3[C:12](=[CH:13][CH:14]=[C:15]([O:19][CH3:20])[CH:16]=3)[N:11]=[CH:10][C:9]=2[O:8][CH:7]([O:21][C:22](=[O:24])[CH3:23])[CH:6]1[C@H:25]1[CH2:30][CH2:29][C@H:28]([NH:31][C:32]([O:34][C:35]([CH3:38])([CH3:37])[CH3:36])=[O:33])[CH2:27][CH2:26]1)(=O)C. The catalyst is [Pd].CO. The product is [C:35]([O:34][C:32]([NH:31][C@H:28]1[CH2:27][CH2:26][C@H:25]([CH:6]2[CH2:5][C:18]3[C:17]4[C:12](=[CH:13][CH:14]=[C:15]([O:19][CH3:20])[CH:16]=4)[N:11]=[CH:10][C:9]=3[O:8][CH:7]2[O:21][C:22](=[O:24])[CH3:23])[CH2:30][CH2:29]1)=[O:33])([CH3:38])([CH3:36])[CH3:37]. The yield is 0.710. (9) The reactants are C(O[C:4](=[O:16])[C:5]1[CH:10]=[C:9]([N+:11]([O-])=O)[C:8](F)=[CH:7][C:6]=1[F:15])C.[CH2:17]([O:19]C(=O)C1C=CC(F)=CC=1F)[CH3:18].[N+]([O-])(O)=O.O[S:35](O)(=O)=O. No catalyst specified. The product is [F:15][C:6]1[C:5]([CH:4]=[O:16])=[CH:10][C:9]2[NH:11][C:17](=[O:19])[CH2:18][S:35][C:8]=2[CH:7]=1. The yield is 0.880.